Dataset: Forward reaction prediction with 1.9M reactions from USPTO patents (1976-2016). Task: Predict the product of the given reaction. (1) Given the reactants C(OC([N:8]1[CH2:14][CH2:13][C:12]2[C:15]([NH:20][CH2:21][C:22]3[CH:27]=[CH:26][C:25]([C:28](=[O:33])[NH:29][CH2:30][CH2:31][CH3:32])=[C:24]([F:34])[CH:23]=3)=[C:16]([Cl:19])[CH:17]=[CH:18][C:11]=2[CH2:10][CH2:9]1)=O)(C)(C)C, predict the reaction product. The product is: [Cl:19][C:16]1[CH:17]=[CH:18][C:11]2[CH2:10][CH2:9][NH:8][CH2:14][CH2:13][C:12]=2[C:15]=1[NH:20][CH2:21][C:22]1[CH:27]=[CH:26][C:25]([C:28](=[O:33])[NH:29][CH2:30][CH2:31][CH3:32])=[C:24]([F:34])[CH:23]=1. (2) Given the reactants [NH2:1][C:2]1[CH:11]=[CH:10][CH:9]=[C:8]2[C:3]=1[CH:4]=[CH:5][N:6]=[CH:7]2.[Br:12][C:13]1[CH:21]=[CH:20][C:16]([C:17](O)=[O:18])=[CH:15][CH:14]=1.Cl.CN(C)CCCN=C=NCC, predict the reaction product. The product is: [Br:12][C:13]1[CH:21]=[CH:20][C:16]([C:17]([NH:1][C:2]2[CH:11]=[CH:10][CH:9]=[C:8]3[C:3]=2[CH:4]=[CH:5][N:6]=[CH:7]3)=[O:18])=[CH:15][CH:14]=1. (3) Given the reactants BrC1C=CC2C3C(=CC(Br)=CC=3)[C:5]([CH2:24][CH2:25][CH2:26][CH2:27]CCCC)([CH2:16][CH2:17][CH2:18][CH2:19][CH2:20][CH2:21][CH2:22][CH3:23])C=2C=1.[CH2:32]([Li])[CH2:33][CH2:34][CH3:35].CO[Si:39](OC)([C:46]1[CH:51]=[CH:50][CH:49]=[CH:48][CH:47]=1)[C:40]1[CH:45]=[CH:44][CH:43]=[CH:42][CH:41]=1, predict the reaction product. The product is: [C:35]1([Si:39]([C:20]2[C:19]3[CH2:18][C:17]4[C:26](=[CH:25][CH:24]=[CH:5][CH:16]=4)[C:27]=3[CH:23]=[CH:22][CH:21]=2)([C:46]2[CH:51]=[CH:50][CH:49]=[CH:48][CH:47]=2)[C:40]2[CH:45]=[CH:44][CH:43]=[CH:42][CH:41]=2)[C:34]2[CH2:35][C:25]3[C:32](=[CH:17][CH:16]=[CH:5][CH:24]=3)[C:33]=2[CH:32]=[CH:33][CH:34]=1. (4) Given the reactants [F:1][C:2]1[CH:3]=[C:4]2[C:8](=[C:9]([F:11])[CH:10]=1)[NH:7][CH:6]=[C:5]2[CH2:12][CH2:13][CH2:14][NH:15][C@@H:16]1[CH2:25][C:24]2[C:23]([C:26]([NH2:28])=[O:27])=[CH:22][CH:21]=[C:20]([F:29])[C:19]=2[O:18][CH2:17]1.[CH:30]1([CH:33]=O)[CH2:32][CH2:31]1.C(O)(=O)C.C([BH3-])#N.[Na+], predict the reaction product. The product is: [CH:30]1([CH2:33][N:15]([CH2:14][CH2:13][CH2:12][C:5]2[C:4]3[C:8](=[C:9]([F:11])[CH:10]=[C:2]([F:1])[CH:3]=3)[NH:7][CH:6]=2)[C@@H:16]2[CH2:25][C:24]3[C:23]([C:26]([NH2:28])=[O:27])=[CH:22][CH:21]=[C:20]([F:29])[C:19]=3[O:18][CH2:17]2)[CH2:32][CH2:31]1. (5) Given the reactants Br[C:2]1[C:3]2[N:4]([C:15](=[O:29])[N:16]([CH2:18][C:19]3[CH:20]=[N:21][C:22]([C:25]([F:28])([F:27])[F:26])=[CH:23][CH:24]=3)[N:17]=2)[CH:5]=[CH:6][C:7]=1[C:8]1[CH:13]=[CH:12][C:11]([Cl:14])=[CH:10][CH:9]=1.[C:30]([C:33]1[CH:38]=[CH:37][C:36](B(O)O)=[CH:35][CH:34]=1)(=[O:32])[CH3:31].C(Cl)Cl.[O-]P([O-])([O-])=O.[K+].[K+].[K+], predict the reaction product. The product is: [C:30]([C:33]1[CH:38]=[CH:37][C:36]([C:2]2[C:3]3[N:4]([C:15](=[O:29])[N:16]([CH2:18][C:19]4[CH:20]=[N:21][C:22]([C:25]([F:26])([F:27])[F:28])=[CH:23][CH:24]=4)[N:17]=3)[CH:5]=[CH:6][C:7]=2[C:8]2[CH:13]=[CH:12][C:11]([Cl:14])=[CH:10][CH:9]=2)=[CH:35][CH:34]=1)(=[O:32])[CH3:31]. (6) Given the reactants [Cl:1][C:2]1[CH:3]=[C:4]2[C:8](=[CH:9][CH:10]=1)[N:7]([C:11]1[CH:16]=[CH:15][C:14]([OH:17])=[CH:13][CH:12]=1)[C:6]([CH3:18])=[C:5]2[CH:19]=O.Cl.[NH2:22][OH:23].CO, predict the reaction product. The product is: [Cl:1][C:2]1[CH:3]=[C:4]2[C:8](=[CH:9][CH:10]=1)[N:7]([C:11]1[CH:16]=[CH:15][C:14]([OH:17])=[CH:13][CH:12]=1)[C:6]([CH3:18])=[C:5]2[CH:19]=[N:22][OH:23]. (7) Given the reactants C(=O)([O-])O.[Na+].[Br-].[CH3:7][C:8]1[CH:13]=[CH:12][CH:11]=[CH:10][N+:9]=1[CH2:14][C:15](=O)[C:16]1[CH:21]=[CH:20][CH:19]=[CH:18][CH:17]=1, predict the reaction product. The product is: [C:16]1([C:15]2[CH:7]=[C:8]3[N:9]([CH:14]=2)[CH:10]=[CH:11][CH:12]=[CH:13]3)[CH:21]=[CH:20][CH:19]=[CH:18][CH:17]=1.